From a dataset of Full USPTO retrosynthesis dataset with 1.9M reactions from patents (1976-2016). Predict the reactants needed to synthesize the given product. (1) Given the product [NH2:1][C:2]1[N:7]2[N:8]=[CH:9][C:10]([C:11]3[CH:12]=[N:13][C:14]([C:17]4[CH:18]=[CH:19][CH:20]=[CH:21][CH:22]=4)=[CH:15][CH:16]=3)=[C:6]2[N:5]=[C:4]([CH:23]2[CH2:24][CH2:25][N:26]([CH2:33][C:34]3[CH:35]=[N:36][CH:37]=[CH:38][CH:39]=3)[CH2:27][CH2:28]2)[C:3]=1[C:29](=[O:31])[CH3:30], predict the reactants needed to synthesize it. The reactants are: [NH2:1][C:2]1[N:7]2[N:8]=[CH:9][C:10]([C:11]3[CH:12]=[N:13][C:14]([C:17]4[CH:22]=[CH:21][CH:20]=[CH:19][CH:18]=4)=[CH:15][CH:16]=3)=[C:6]2[N:5]=[C:4]([CH:23]2[CH2:28][CH2:27][NH:26][CH2:25][CH2:24]2)[C:3]=1[C:29](=[O:31])[CH3:30].Br[CH2:33][C:34]1[CH:35]=[N:36][CH:37]=[CH:38][CH:39]=1.CCN(C(C)C)C(C)C. (2) The reactants are: [N+:1]([C:4]1[CH:15]=[CH:14][C:7]([C:8]([NH:10][CH2:11][C:12]#[CH:13])=[O:9])=[CH:6][CH:5]=1)([O-:3])=[O:2].[OH-].[K+].C(O)(=O)C. Given the product [CH3:13][C:12]1[O:9][C:8]([C:7]2[CH:6]=[CH:5][C:4]([N+:1]([O-:3])=[O:2])=[CH:15][CH:14]=2)=[N:10][CH:11]=1, predict the reactants needed to synthesize it. (3) Given the product [CH3:12][N:13]1[CH2:17][CH2:16][CH:15]([C:1](=[O:9])[C:2]2[CH:7]=[CH:6][CH:5]=[N:4][CH:3]=2)[C:14]1=[O:18], predict the reactants needed to synthesize it. The reactants are: [C:1]([O:9]CC)(=O)[C:2]1[CH:7]=[CH:6][CH:5]=[N:4][CH:3]=1.[CH3:12][N:13]1[CH2:17][CH2:16][CH2:15][C:14]1=[O:18].[H-].[Na+].Cl. (4) Given the product [CH2:12]([O:16][C:17](=[O:21])[C@H:18]([CH3:20])[NH:19][C:9](=[O:11])[CH2:8][C:4]1[CH:5]=[CH:6][CH:7]=[C:2]([Cl:1])[CH:3]=1)[CH:13]([CH3:15])[CH3:14], predict the reactants needed to synthesize it. The reactants are: [Cl:1][C:2]1[CH:3]=[C:4]([CH2:8][C:9]([OH:11])=O)[CH:5]=[CH:6][CH:7]=1.[CH2:12]([O:16][C:17](=[O:21])[C@H:18]([CH3:20])[NH2:19])[CH:13]([CH3:15])[CH3:14].